From a dataset of Peptide-MHC class I binding affinity with 185,985 pairs from IEDB/IMGT. Regression. Given a peptide amino acid sequence and an MHC pseudo amino acid sequence, predict their binding affinity value. This is MHC class I binding data. (1) The peptide sequence is AIEKDRLDK. The MHC is HLA-A11:01 with pseudo-sequence HLA-A11:01. The binding affinity (normalized) is 0.351. (2) The peptide sequence is HMILAVVITL. The MHC is HLA-A02:01 with pseudo-sequence HLA-A02:01. The binding affinity (normalized) is 0.768.